Predict the reactants needed to synthesize the given product. From a dataset of Full USPTO retrosynthesis dataset with 1.9M reactions from patents (1976-2016). (1) The reactants are: [F:1][C:2]1[CH:16]=[CH:15][C:5]([CH:6]=[C:7]2[CH2:14][CH2:13][CH2:12][NH:11][C:9](=[O:10])[CH2:8]2)=[CH:4][CH:3]=1.CO. Given the product [F:1][C:2]1[CH:3]=[CH:4][C:5]([CH2:6][CH:7]2[CH2:14][CH2:13][CH2:12][NH:11][C:9](=[O:10])[CH2:8]2)=[CH:15][CH:16]=1, predict the reactants needed to synthesize it. (2) The reactants are: [CH3:1][O:2][C:3](=[O:40])[C:4]([N:6]([C:13]1[CH:18]=[C:17]([Cl:19])[CH:16]=[CH:15][C:14]=1[C:20](=[O:39])[CH2:21][CH2:22][C:23]1[CH:28]=[CH:27][C:26]([S:29]([N:32]2[CH2:37][CH2:36][N:35]([CH3:38])[CH2:34][CH2:33]2)(=[O:31])=[O:30])=[CH:25][CH:24]=1)[C:7]1[CH:12]=[CH:11][CH:10]=[CH:9][CH:8]=1)=O.C([O-])([O-])=O.[K+].[K+]. Given the product [CH3:1][O:2][C:3]([C:4]1[N:6]([C:7]2[CH:12]=[CH:11][CH:10]=[CH:9][CH:8]=2)[C:13]2[C:14]([C:20](=[O:39])[C:21]=1[CH2:22][C:23]1[CH:28]=[CH:27][C:26]([S:29]([N:32]3[CH2:37][CH2:36][N:35]([CH3:38])[CH2:34][CH2:33]3)(=[O:30])=[O:31])=[CH:25][CH:24]=1)=[CH:15][CH:16]=[C:17]([Cl:19])[CH:18]=2)=[O:40], predict the reactants needed to synthesize it. (3) Given the product [CH2:25]([NH:32][CH2:8][C:10]1[CH:24]=[CH:23][C:13]([C:35]([O:36][CH3:41])=[O:38])=[CH:12][CH:11]=1)[C:26]1[CH:31]=[CH:30][CH:29]=[CH:28][CH:27]=1, predict the reactants needed to synthesize it. The reactants are: O1CCN(N[C:8]([C:10]2[CH:24]=[CH:23][C:13](CNC(=O)OC(C)(C)C)=[CH:12][CH:11]=2)=O)CC1.[CH2:25]([NH2:32])[C:26]1[CH:31]=[CH:30][CH:29]=[CH:28][CH:27]=1.[BH4-].[Na+].[C:35](=[O:38])(O)[O-:36].[Na+].Cl[CH2:41]CCl. (4) Given the product [Cl:29][C:26]1[CH:25]=[CH:24][C:23]([C:15]2[CH:14]=[CH:13][N:12]3[C:30](=[O:31])[N:9]([CH2:8][C:7]4[C:2]([N:37]([CH3:38])[CH3:36])=[N:3][C:4]([C:32]([F:35])([F:33])[F:34])=[CH:5][CH:6]=4)[N:10]=[C:11]3[C:16]=2[C:17]2[CH:18]=[CH:19][N:20]=[CH:21][CH:22]=2)=[CH:28][CH:27]=1, predict the reactants needed to synthesize it. The reactants are: Cl[C:2]1[C:7]([CH2:8][N:9]2[C:30](=[O:31])[N:12]3[CH:13]=[CH:14][C:15]([C:23]4[CH:28]=[CH:27][C:26]([Cl:29])=[CH:25][CH:24]=4)=[C:16]([C:17]4[CH:22]=[CH:21][N:20]=[CH:19][CH:18]=4)[C:11]3=[N:10]2)=[CH:6][CH:5]=[C:4]([C:32]([F:35])([F:34])[F:33])[N:3]=1.[CH3:36][NH:37][CH3:38].ClC1C=CC(C2C=CN3C(=O)N(CC4C(NC)=NC(C(F)(F)F)=CC=4)N=C3C=2C2C=CN=CC=2)=CC=1. (5) Given the product [CH3:1][O:2][C:3](=[O:22])[CH2:4][C:5]1[CH:6]=[C:7]([C:12]2[CH:17]=[C:16]([O:18][CH3:19])[CH:15]=[CH:14][C:13]=2[CH2:20][NH:25][CH2:23][CH3:24])[CH:8]=[C:9]([Cl:11])[CH:10]=1, predict the reactants needed to synthesize it. The reactants are: [CH3:1][O:2][C:3](=[O:22])[CH2:4][C:5]1[CH:6]=[C:7]([C:12]2[CH:17]=[C:16]([O:18][CH3:19])[CH:15]=[CH:14][C:13]=2[CH:20]=O)[CH:8]=[C:9]([Cl:11])[CH:10]=1.[CH2:23]([NH2:25])[CH3:24].